Dataset: Catalyst prediction with 721,799 reactions and 888 catalyst types from USPTO. Task: Predict which catalyst facilitates the given reaction. (1) Reactant: [O:1]1[CH2:7][CH:6]([N:8]2[C:12]([C:13]3[CH:18]=[CH:17][C:16]([C:19]4[C:24]([CH3:25])=[CH:23][N:22]=[C:21]([O:26][CH3:27])[C:20]=4[CH3:28])=[CH:15][C:14]=3[N+:29]([O-])=O)=[C:11]([C:32]([O:34]CC)=O)[CH:10]=[N:9]2)[CH2:5][O:4][CH2:3][CH2:2]1.O.C(OCC)(=O)C. Product: [O:4]1[CH2:5][CH:6]([N:8]2[C:12]3[C:13]4[CH:18]=[CH:17][C:16]([C:19]5[C:24]([CH3:25])=[CH:23][N:22]=[C:21]([O:26][CH3:27])[C:20]=5[CH3:28])=[CH:15][C:14]=4[NH:29][C:32](=[O:34])[C:11]=3[CH:10]=[N:9]2)[CH2:7][O:1][CH2:2][CH2:3]1. The catalyst class is: 180. (2) Reactant: [CH3:1][C@H:2]1[O:7][C@@H:6]([CH3:8])[CH2:5][N:4]([CH2:9][C:10]([O:12]C)=O)[CH2:3]1.O.[NH2:15][NH2:16]. Product: [CH3:1][C@H:2]1[O:7][C@@H:6]([CH3:8])[CH2:5][N:4]([CH2:9][C:10]([NH:15][NH2:16])=[O:12])[CH2:3]1. The catalyst class is: 5. (3) Reactant: Cl.C(N=C=NCCCN(C)C)C.[O:13]=[C:14]1[N:19]([C:20]2[CH:25]=[CH:24][C:23]([O:26][CH2:27][C:28]([F:31])([F:30])[F:29])=[CH:22][CH:21]=2)[C:18]([S:32][CH2:33][CH2:34][CH2:35][C:36](O)=[O:37])=[N:17][C:16]2[CH:39]=[CH:40][NH:41][C:15]1=2.[NH:42]1[CH2:47][CH2:46][CH:45]([OH:48])[CH2:44][CH2:43]1.ON1C2C=CC=CC=2N=N1. Product: [OH:48][CH:45]1[CH2:46][CH2:47][N:42]([C:36](=[O:37])[CH2:35][CH2:34][CH2:33][S:32][C:18]2[N:19]([C:20]3[CH:21]=[CH:22][C:23]([O:26][CH2:27][C:28]([F:31])([F:29])[F:30])=[CH:24][CH:25]=3)[C:14](=[O:13])[C:15]3[NH:41][CH:40]=[CH:39][C:16]=3[N:17]=2)[CH2:43][CH2:44]1. The catalyst class is: 9. (4) Product: [CH3:1][C:2]1([CH2:12][C:13]2[CH:18]=[N:17][CH:16]=[N:15][CH:14]=2)[C:10]2[C:5](=[CH:6][CH:7]=[C:8]([Br:19])[CH:9]=2)[NH:4][C:3]1=[O:11]. The catalyst class is: 42. Reactant: [CH3:1][C:2]1([CH2:12][C:13]2[CH:14]=[N:15][CH:16]=[N:17][CH:18]=2)[C:10]2[C:5](=[CH:6][CH:7]=[CH:8][CH:9]=2)[NH:4][C:3]1=[O:11].[Br:19]N1C(=O)CCC1=O. (5) Reactant: [CH3:1][C:2]1[CH:3]=[C:4]([S:9]([C:12]2[CH:13]=[N:14][C:15]3[C:20]([C:21]=2[N:22]2[CH2:27][CH2:26][O:25][CH2:24][CH2:23]2)=[CH:19][CH:18]=[CH:17][CH:16]=3)(=[O:11])=[O:10])[CH:5]=[CH:6][C:7]=1[CH3:8].[ClH:28]. Product: [ClH:28].[CH3:1][C:2]1[CH:3]=[C:4]([S:9]([C:12]2[CH:13]=[N:14][C:15]3[C:20]([C:21]=2[N:22]2[CH2:23][CH2:24][O:25][CH2:26][CH2:27]2)=[CH:19][CH:18]=[CH:17][CH:16]=3)(=[O:10])=[O:11])[CH:5]=[CH:6][C:7]=1[CH3:8]. The catalyst class is: 13.